From a dataset of Catalyst prediction with 721,799 reactions and 888 catalyst types from USPTO. Predict which catalyst facilitates the given reaction. (1) Reactant: [NH2:1][CH2:2][C:3]1[C:4]2[N:5]([C:10]([C:14]([C:16]3[CH:21]=[CH:20][C:19]([Cl:22])=[CH:18][C:17]=3[F:23])=[O:15])=[C:11]([CH3:13])[N:12]=2)[N:6]=[C:7]([Cl:9])[CH:8]=1.C(=O)([O-])[O-].[K+].[K+].Br[CH2:31][CH2:32][O:33][CH2:34][CH2:35]Br. Product: [Cl:22][C:19]1[CH:20]=[CH:21][C:16]([C:14]([C:10]2[N:5]3[N:6]=[C:7]([Cl:9])[CH:8]=[C:3]([CH2:2][N:1]4[CH2:35][CH2:34][O:33][CH2:32][CH2:31]4)[C:4]3=[N:12][C:11]=2[CH3:13])=[O:15])=[C:17]([F:23])[CH:18]=1. The catalyst class is: 6. (2) Reactant: [CH3:1][O:2][C:3]([NH:5][C:6]1[CH:11]=[CH:10][C:9]([C:12]2[NH:16][C:15]([C@@H:17]3[CH2:21][C@H:20]([CH:22]4[CH2:27][CH2:26][N:25]([S:28]([CH3:31])(=[O:30])=[O:29])[CH2:24][CH2:23]4)[CH2:19][N:18]3C(OC(C)(C)C)=O)=[N:14][CH:13]=2)=[CH:8][CH:7]=1)=[O:4].[ClH:39]. Product: [ClH:39].[CH3:31][S:28]([N:25]1[CH2:24][CH2:23][CH:22]([C@@H:20]2[CH2:19][NH:18][C@H:17]([C:15]3[NH:16][C:12]([C:9]4[CH:8]=[CH:7][C:6]([NH:5][C:3](=[O:4])[O:2][CH3:1])=[CH:11][CH:10]=4)=[CH:13][N:14]=3)[CH2:21]2)[CH2:27][CH2:26]1)(=[O:29])=[O:30]. The catalyst class is: 12.